This data is from Full USPTO retrosynthesis dataset with 1.9M reactions from patents (1976-2016). The task is: Predict the reactants needed to synthesize the given product. (1) Given the product [N:1]1[N:2]([C:23]2[CH:31]=[CH:30][C:29]([C:32]([F:33])([F:35])[F:34])=[CH:28][C:24]=2[C:25]([OH:27])=[O:26])[N:3]=[CH:4][CH:5]=1, predict the reactants needed to synthesize it. The reactants are: [N:1]1[NH:2][N:3]=[CH:4][CH:5]=1.C(=O)([O-])[O-].[Cs+].[Cs+].CN[C@@H]1CCCC[C@H]1NC.I[C:23]1[CH:31]=[CH:30][C:29]([C:32]([F:35])([F:34])[F:33])=[CH:28][C:24]=1[C:25]([OH:27])=[O:26]. (2) The reactants are: [CH3:1][C:2]1[CH:3]=[CH:4]C(C)=[CH:6][CH:7]=1.C(ON1[C:17](=[O:18])[C:16]2=[CH:19][CH:20]=[CH:21][CH:22]=[C:15]2C1=O)(=O)C.[O:24]=O.[C:26]([OH:29])(=[O:28])[CH3:27]. Given the product [C:17]([OH:18])(=[O:24])[C:16]1[CH:15]=[CH:22][C:21]([C:26]([OH:29])=[O:28])=[CH:20][CH:19]=1.[CH3:1][C:2]1[CH:7]=[CH:6][C:27]([C:26]([OH:29])=[O:28])=[CH:4][CH:3]=1, predict the reactants needed to synthesize it. (3) Given the product [Cl:1][C:2]1[CH:38]=[CH:37][C:5]2[NH:6][C:7](=[O:31])[CH2:8][NH:9][C@@:10]([C@H:11]([O:14][C:15]3[CH:16]=[C:17]([O:23][CH3:24])[CH:18]=[C:19]([O:21][CH3:22])[CH:20]=3)[C:12]([OH:13])=[O:41])([C:25]3[CH:26]=[CH:27][CH:28]=[CH:29][CH:30]=3)[C:4]=2[CH:3]=1, predict the reactants needed to synthesize it. The reactants are: [Cl:1][C:2]1[CH:38]=[CH:37][C:5]2[N:6](COC(=O)C)[C:7](=[O:31])[CH2:8][N:9]3[C:12](=[O:13])[C@@H:11]([O:14][C:15]4[CH:20]=[C:19]([O:21][CH3:22])[CH:18]=[C:17]([O:23][CH3:24])[CH:16]=4)[C@:10]3([C:25]3[CH:30]=[CH:29][CH:28]=[CH:27][CH:26]=3)[C:4]=2[CH:3]=1.O[Li].[OH2:41]. (4) The reactants are: [N:1]1([C:10]2[S:14][C:13]([C:15]([O:17][CH3:18])=[O:16])=[C:12]([OH:19])[CH:11]=2)[C:5]2[CH:6]=[CH:7][CH:8]=[CH:9][C:4]=2[N:3]=[CH:2]1.C([O-])([O-])=O.[K+].[K+].Br[CH2:27][C:28]1[CH:33]=[CH:32][CH:31]=[CH:30][C:29]=1[C:34]([F:37])([F:36])[F:35].O. Given the product [N:1]1([C:10]2[S:14][C:13]([C:15]([O:17][CH3:18])=[O:16])=[C:12]([O:19][CH2:27][C:28]3[CH:33]=[CH:32][CH:31]=[CH:30][C:29]=3[C:34]([F:35])([F:36])[F:37])[CH:11]=2)[C:5]2[CH:6]=[CH:7][CH:8]=[CH:9][C:4]=2[N:3]=[CH:2]1, predict the reactants needed to synthesize it.